From a dataset of Catalyst prediction with 721,799 reactions and 888 catalyst types from USPTO. Predict which catalyst facilitates the given reaction. Reactant: [CH3:1][O:2][CH2:3][CH2:4][NH:5][C:6]([C:8]1[N:13]=[CH:12][C:11]2[N:14]=[CH:15][N:16]([C:17]3[S:21][C:20]([C:22]([O:24]C)=O)=[C:19]([O:26][CH2:27][C:28]4[CH:33]=[CH:32][CH:31]=[CH:30][C:29]=4[C:34]([F:37])([F:36])[F:35])[CH:18]=3)[C:10]=2[CH:9]=1)=[O:7].[NH3:38]. Product: [C:22]([C:20]1[S:21][C:17]([N:16]2[C:10]3[CH:9]=[C:8]([C:6]([NH:5][CH2:4][CH2:3][O:2][CH3:1])=[O:7])[N:13]=[CH:12][C:11]=3[N:14]=[CH:15]2)=[CH:18][C:19]=1[O:26][CH2:27][C:28]1[CH:33]=[CH:32][CH:31]=[CH:30][C:29]=1[C:34]([F:36])([F:37])[F:35])(=[O:24])[NH2:38]. The catalyst class is: 5.